This data is from Reaction yield outcomes from USPTO patents with 853,638 reactions. The task is: Predict the reaction yield, written as a fraction of the theoretical maximum amount of product (1.0 means a 100% yield; for example, 0.34 means a 34% yield). (1) The reactants are [C:1]1(=[O:11])[C:9]2[C:4](=[CH:5][CH:6]=[CH:7][CH:8]=2)[C:3](=[O:10])O1.[NH2:12][CH2:13][CH2:14][C:15]([OH:17])=[O:16]. The catalyst is O. The product is [O:10]=[C:3]1[C:4]2[C:9](=[CH:8][CH:7]=[CH:6][CH:5]=2)[C:1](=[O:11])[N:12]1[CH2:13][CH2:14][C:15]([OH:17])=[O:16]. The yield is 0.690. (2) The reactants are [C:1]([C:5]1[CH:6]=[C:7]([NH:32][C:33]([NH:35][C@@H:36]2[C:45]3[C:40](=[CH:41][CH:42]=[CH:43][CH:44]=3)[C@H:39]([O:46][C:47]3[CH:48]=[CH:49][C:50]4[N:51]([C:53]([N:56]5[CH2:61][CH2:60][CH2:59][CH2:58][C@@H:57]5[CH3:62])=[N:54][N:55]=4)[CH:52]=3)[CH2:38][CH2:37]2)=[O:34])[N:8]([C:10]2[CH:15]=[CH:14][C:13]([CH2:16][O:17][Si:18]([CH:25]([CH3:27])[CH3:26])([CH:22]([CH3:24])[CH3:23])[CH:19]([CH3:21])[CH3:20])=[C:12]([O:28][CH2:29][CH2:30][OH:31])[CH:11]=2)[N:9]=1)([CH3:4])([CH3:3])[CH3:2].[CH3:63][S:64](Cl)(=[O:66])=[O:65].CCN(C(C)C)C(C)C. The catalyst is C(Cl)Cl. The product is [C:1]([C:5]1[CH:6]=[C:7]([NH:32][C:33]([NH:35][C@@H:36]2[C:45]3[C:40](=[CH:41][CH:42]=[CH:43][CH:44]=3)[C@H:39]([O:46][C:47]3[CH:48]=[CH:49][C:50]4[N:51]([C:53]([N:56]5[CH2:61][CH2:60][CH2:59][CH2:58][C@@H:57]5[CH3:62])=[N:54][N:55]=4)[CH:52]=3)[CH2:38][CH2:37]2)=[O:34])[N:8]([C:10]2[CH:15]=[CH:14][C:13]([CH2:16][O:17][Si:18]([CH:25]([CH3:27])[CH3:26])([CH:22]([CH3:24])[CH3:23])[CH:19]([CH3:20])[CH3:21])=[C:12]([CH:11]=2)[O:28][CH2:29][CH2:30][O:31][S:64]([CH3:63])(=[O:66])=[O:65])[N:9]=1)([CH3:4])([CH3:3])[CH3:2]. The yield is 0.970.